From a dataset of Reaction yield outcomes from USPTO patents with 853,638 reactions. Predict the reaction yield, written as a fraction of the theoretical maximum amount of product (1.0 means a 100% yield; for example, 0.34 means a 34% yield). (1) The reactants are C(N(CC)CC)C.[CH:8]([C:10]1[C:18]2[C:13](=[CH:14][CH:15]=[C:16]([S:19]([CH3:22])(=[O:21])=[O:20])[CH:17]=2)[N:12](C(OC(C)(C)C)=O)[CH:11]=1)=[O:9].[CH:30](=[N:37][C:38]1[CH:43]=[CH:42][CH:41]=[C:40]([O:44][CH3:45])[CH:39]=1)[C:31]1[CH:36]=[CH:35][CH:34]=[CH:33][CH:32]=1. The catalyst is [Cl-].C([N+]1C(C)=C(CCO)SC=1)C1C=CC=CC=1.C(O)C. The product is [CH3:45][O:44][C:40]1[CH:39]=[C:38]([NH:37][CH:30]([C:31]2[CH:36]=[CH:35][CH:34]=[CH:33][CH:32]=2)[C:8]([C:10]2[C:18]3[C:13](=[CH:14][CH:15]=[C:16]([S:19]([CH3:22])(=[O:20])=[O:21])[CH:17]=3)[NH:12][CH:11]=2)=[O:9])[CH:43]=[CH:42][CH:41]=1. The yield is 0.260. (2) The reactants are [F:1][C:2]1[CH:7]=[CH:6][CH:5]=[CH:4][C:3]=1[CH2:8][CH2:9][NH:10][C:11]1[S:12][CH:13]=[C:14]([CH:16]([CH3:18])[CH3:17])[N:15]=1.[H-].[Na+].Cl[CH2:22][C:23]1[CH:44]=[CH:43][C:26]([CH2:27][O:28][C:29]2[CH:34]=[CH:33][C:32]([CH2:35][CH2:36][C:37]([O:39]CC)=[O:38])=[C:31]([F:42])[CH:30]=2)=[CH:25][CH:24]=1.[OH-].[Na+].Cl. The catalyst is CN(C)C=O.C(O)C.O. The product is [F:42][C:31]1[CH:30]=[C:29]([O:28][CH2:27][C:26]2[CH:43]=[CH:44][C:23]([CH2:22][N:10]([CH2:9][CH2:8][C:3]3[CH:4]=[CH:5][CH:6]=[CH:7][C:2]=3[F:1])[C:11]3[S:12][CH:13]=[C:14]([CH:16]([CH3:18])[CH3:17])[N:15]=3)=[CH:24][CH:25]=2)[CH:34]=[CH:33][C:32]=1[CH2:35][CH2:36][C:37]([OH:39])=[O:38]. The yield is 0.710.